This data is from Forward reaction prediction with 1.9M reactions from USPTO patents (1976-2016). The task is: Predict the product of the given reaction. (1) Given the reactants O=[C:2]([NH:8][CH2:9][C:10]1[CH:15]=[CH:14][CH:13]=[CH:12][N:11]=1)[C:3]([O:5][CH2:6][CH3:7])=[O:4].CN([CH:19]=[O:20])C, predict the reaction product. The product is: [CH:19]([C:9]1[N:8]=[C:2]([C:3]([O:5][CH2:6][CH3:7])=[O:4])[N:11]2[CH:12]=[CH:13][CH:14]=[CH:15][C:10]=12)=[O:20]. (2) Given the reactants [S:1]1[CH:5]=[C:4]([CH:6]=O)[N:3]=[N:2]1.[CH3:8][O:9][C:10]1[CH:17]=[C:16]([O:18][CH3:19])[CH:15]=[CH:14][C:11]=1[CH2:12][NH2:13].C(O[BH-](OC(=O)C)OC(=O)C)(=O)C.[Na+].C(=O)([O-])O.[Na+], predict the reaction product. The product is: [CH3:8][O:9][C:10]1[CH:17]=[C:16]([O:18][CH3:19])[CH:15]=[CH:14][C:11]=1[CH2:12][NH:13][CH2:6][C:4]1[N:3]=[N:2][S:1][CH:5]=1. (3) The product is: [Br:8][C:6]1[CH:7]=[C:2]([N:29]2[CH2:33][CH2:32][CH2:31][C:30]2=[O:34])[CH:3]=[C:4]([C:9]([C:11]2[CH:12]=[N:13][CH:14]=[CH:15][CH:16]=2)=[O:10])[CH:5]=1. Given the reactants Br[C:2]1[CH:3]=[C:4]([C:9]([C:11]2[CH:12]=[N:13][CH:14]=[CH:15][CH:16]=2)=[O:10])[CH:5]=[C:6]([Br:8])[CH:7]=1.C(=O)([O-])[O-].[Cs+].[Cs+].CNCCNC.[NH:29]1[CH2:33][CH2:32][CH2:31][C:30]1=[O:34], predict the reaction product.